Dataset: Forward reaction prediction with 1.9M reactions from USPTO patents (1976-2016). Task: Predict the product of the given reaction. (1) The product is: [OH:3][CH2:4][CH2:5][CH2:6][N:7]1[C:12](=[O:13])[C:11]2[C:14]([CH2:29][C:30]3[CH:31]=[N:32][C:33]([C:36]([F:39])([F:38])[F:37])=[CH:34][CH:35]=3)=[C:15]([O:18][C:19]3[CH:24]=[CH:23][CH:22]=[C:21]([C:25]([F:26])([F:27])[F:28])[CH:20]=3)[CH:16]=[N:17][C:10]=2[N:9]([CH3:40])[C:8]1=[O:41]. Given the reactants C([O:3][CH2:4][CH2:5][CH2:6][N:7]1[C:12](=[O:13])[C:11]2[C:14]([CH2:29][C:30]3[CH:31]=[N:32][C:33]([C:36]([F:39])([F:38])[F:37])=[CH:34][CH:35]=3)=[C:15]([O:18][C:19]3[CH:24]=[CH:23][CH:22]=[C:21]([C:25]([F:28])([F:27])[F:26])[CH:20]=3)[CH:16]=[N:17][C:10]=2[N:9]([CH3:40])[C:8]1=[O:41])=O.O[Li].O, predict the reaction product. (2) Given the reactants [Br:1][C:2]1[CH:10]=[CH:9][C:5]([C:6]([OH:8])=[O:7])=[CH:4][C:3]=1[Cl:11].S(=O)(=O)(O)O.[CH2:17](O)[CH3:18], predict the reaction product. The product is: [Br:1][C:2]1[CH:10]=[CH:9][C:5]([C:6]([O:8][CH2:17][CH3:18])=[O:7])=[CH:4][C:3]=1[Cl:11]. (3) The product is: [CH2:1]([C:8]1[CH:20]=[CH:19][C:11]([O:12][CH2:13][C@H:14]2[CH2:18][CH2:17][CH2:16][N:15]2[CH2:28][C:23]2[CH:24]=[CH:25][CH:26]=[CH:27][N:22]=2)=[CH:10][CH:9]=1)[C:2]1[CH:3]=[CH:4][CH:5]=[CH:6][CH:7]=1. Given the reactants [CH2:1]([C:8]1[CH:20]=[CH:19][C:11]([O:12][CH2:13][C@H:14]2[CH2:18][CH2:17][CH2:16][NH:15]2)=[CH:10][CH:9]=1)[C:2]1[CH:7]=[CH:6][CH:5]=[CH:4][CH:3]=1.Cl.[N:22]1[CH:27]=[CH:26][CH:25]=[CH:24][C:23]=1[CH2:28]Cl.C(N(CC)CC)C, predict the reaction product. (4) Given the reactants C(Br)[C:2]1[CH:7]=[CH:6][CH:5]=[CH:4]C=1.ICCCCC.[CH3:15][C:16]1[N:17]=[C:18]([N:26]2[CH2:30][CH2:29][NH:28][C:27]2=[O:31])[S:19][C:20]=1[C:21]([O:23][CH2:24][CH3:25])=[O:22], predict the reaction product. The product is: [CH3:15][C:16]1[N:17]=[C:18]([N:26]2[CH2:30][CH2:29][N:28]([CH2:4][CH2:5][CH2:6][CH2:7][CH3:2])[C:27]2=[O:31])[S:19][C:20]=1[C:21]([O:23][CH2:24][CH3:25])=[O:22]. (5) The product is: [C:5]1([CH3:8])[CH:6]=[CH:7][C:2]([C:13]2[C:14]3[C:19](=[CH:18][CH:17]=[C:16]([Br:20])[CH:15]=3)[C:10]([CH3:22])([CH3:9])[CH2:11][CH:12]=2)=[CH:3][CH:4]=1. Given the reactants Br[C:2]1[CH:7]=[CH:6][C:5]([CH3:8])=[CH:4][CH:3]=1.[CH3:9][C:10]1([CH3:22])[C:19]2[C:14](=[CH:15][C:16]([Br:20])=[CH:17][CH:18]=2)[C:13](=O)[CH2:12][CH2:11]1, predict the reaction product.